This data is from Reaction yield outcomes from USPTO patents with 853,638 reactions. The task is: Predict the reaction yield, written as a fraction of the theoretical maximum amount of product (1.0 means a 100% yield; for example, 0.34 means a 34% yield). The reactants are [C:1]([O:5][C:6](=[O:38])[NH:7][C:8]1([C:12]2[CH:17]=[CH:16][C:15]([C:18]3[C:19]([C:32]4[CH:37]=[CH:36][CH:35]=[CH:34][CH:33]=4)=[CH:20][C:21]4[N:26]5[C:27](=[O:30])[NH:28][N:29]=[C:25]5[CH2:24][O:23][C:22]=4[N:31]=3)=[CH:14][CH:13]=2)[CH2:11][CH2:10][CH2:9]1)([CH3:4])([CH3:3])[CH3:2].C(=O)([O-])[O-].[K+].[K+].Br[CH2:46][C:47]([F:50])([F:49])[F:48].O. The catalyst is CN(C=O)C. The product is [C:1]([O:5][C:6](=[O:38])[NH:7][C:8]1([C:12]2[CH:13]=[CH:14][C:15]([C:18]3[C:19]([C:32]4[CH:37]=[CH:36][CH:35]=[CH:34][CH:33]=4)=[CH:20][C:21]4[N:26]5[C:27](=[O:30])[N:28]([CH2:46][C:47]([F:50])([F:49])[F:48])[N:29]=[C:25]5[CH2:24][O:23][C:22]=4[N:31]=3)=[CH:16][CH:17]=2)[CH2:11][CH2:10][CH2:9]1)([CH3:4])([CH3:2])[CH3:3]. The yield is 0.400.